Dataset: Peptide-MHC class II binding affinity with 134,281 pairs from IEDB. Task: Regression. Given a peptide amino acid sequence and an MHC pseudo amino acid sequence, predict their binding affinity value. This is MHC class II binding data. (1) The peptide sequence is KMIGGIGGFIKVRQYDQITI. The MHC is DRB1_0901 with pseudo-sequence DRB1_0901. The binding affinity (normalized) is 0.194. (2) The peptide sequence is YMKFLANVSTVLTGK. The MHC is DRB1_0101 with pseudo-sequence DRB1_0101. The binding affinity (normalized) is 0.828. (3) The peptide sequence is PQPFRPQQPYPQPQPQYSQP. The MHC is DRB1_0701 with pseudo-sequence DRB1_0701. The binding affinity (normalized) is 0. (4) The peptide sequence is AVFEAALTKAITAMS. The MHC is HLA-DQA10301-DQB10301 with pseudo-sequence HLA-DQA10301-DQB10301. The binding affinity (normalized) is 0.530. (5) The peptide sequence is SQDLELSWNLNGLQYY. The MHC is HLA-DQA10101-DQB10501 with pseudo-sequence HLA-DQA10101-DQB10501. The binding affinity (normalized) is 0.560. (6) The peptide sequence is DEELLKAVRIIKILYQSNP. The MHC is DRB1_1602 with pseudo-sequence DRB1_1602. The binding affinity (normalized) is 0.602.